This data is from Full USPTO retrosynthesis dataset with 1.9M reactions from patents (1976-2016). The task is: Predict the reactants needed to synthesize the given product. (1) Given the product [Si:30]([O:37][C:38]1[CH:43]=[CH:42][C:41](/[C:44](/[C:46]2[CH:51]=[CH:50][C:49]([Cl:52])=[C:48]([O:53][CH3:54])[N:47]=2)=[CH:23]\[C@@H:24]2[NH:28][C:27](=[O:29])[CH2:26][CH2:25]2)=[CH:40][CH:39]=1)([C:33]([CH3:35])([CH3:34])[CH3:36])([CH3:31])[CH3:32], predict the reactants needed to synthesize it. The reactants are: C[Si](C)(C)[N-][Si](C)(C)C.[Li+].S1C2C=CC=CC=2N=C1S([CH2:23][C@@H:24]1[NH:28][C:27](=[O:29])[CH2:26][CH2:25]1)(=O)=O.[Si:30]([O:37][C:38]1[CH:43]=[CH:42][C:41]([C:44]([C:46]2[CH:51]=[CH:50][C:49]([Cl:52])=[C:48]([O:53][CH3:54])[N:47]=2)=O)=[CH:40][CH:39]=1)([C:33]([CH3:36])([CH3:35])[CH3:34])([CH3:32])[CH3:31].O. (2) Given the product [CH3:1][O:2][C:3]1[CH:17]=[C:16]([O:18][CH3:19])[CH:15]=[CH:14][C:4]=1[CH2:5][N:6]([CH2:7][CH2:8][C:9]1[S:10][CH:11]=[CH:12][CH:13]=1)[C:28]([NH:27][C:25]([C:21]1[O:20][CH:24]=[CH:23][CH:22]=1)=[O:26])=[S:29], predict the reactants needed to synthesize it. The reactants are: [CH3:1][O:2][C:3]1[CH:17]=[C:16]([O:18][CH3:19])[CH:15]=[CH:14][C:4]=1[CH2:5][NH:6][CH2:7][CH2:8][C:9]1[S:10][CH:11]=[CH:12][CH:13]=1.[O:20]1[CH:24]=[CH:23][CH:22]=[C:21]1[C:25]([N:27]=[C:28]=[S:29])=[O:26]. (3) Given the product [Cl:35][C:36]1[CH:37]=[C:38]([S:1][C:2]2[NH:3][C:4]3[C:9]([N:10]=2)=[C:8]([NH2:11])[N:7]=[CH:6][N:5]=3)[CH:39]=[C:40]([Cl:42])[CH:41]=1, predict the reactants needed to synthesize it. The reactants are: [SH:1][C:2]1[NH:10][C:9]2[C:4](=[N:5][CH:6]=[N:7][C:8]=2[NH2:11])[N:3]=1.CC1C=CC2C=CC3C=CC(C)=NC=3C=2N=1.O.O(C(C)(C)C)[Na].[Cl:35][C:36]1[CH:37]=[C:38](I)[CH:39]=[C:40]([Cl:42])[CH:41]=1. (4) Given the product [OH:32][CH2:31][CH:11]1[C:10]2[C@:23]([CH3:24])([CH:6]=[CH:7][C:8](=[O:34])[CH:9]=2)[C@@H:22]2[C@H:13]([C@H:14]3[C@@:18]([CH2:20][CH2:21]2)([CH3:19])[C:17](=[O:25])[CH2:16][CH2:15]3)[CH2:12]1, predict the reactants needed to synthesize it. The reactants are: N1([CH:6]2[C@@:23]3([CH3:24])[C:10](=[CH:11][CH2:12][C@@H:13]4[C@@H:22]3[CH2:21][CH2:20][C@@:18]3([CH3:19])[C@H:14]4[CH2:15][CH2:16][C:17]3=[O:25])[CH:9]=[C:8](N3CCCC3)[CH2:7]2)CCCC1.[CH2:31]=[O:32].S(=O)(=O)(O)[OH:34]. (5) Given the product [CH3:1][CH:2]([CH3:15])[CH2:3][CH2:4][NH:5][C:6]([C:8]1[N:9]=[N:10][C:11]([N:26]2[CH2:27][CH2:28][CH:23]([NH2:22])[CH2:24][CH2:25]2)=[CH:12][CH:13]=1)=[O:7], predict the reactants needed to synthesize it. The reactants are: [CH3:1][CH:2]([CH3:15])[CH2:3][CH2:4][NH:5][C:6]([C:8]1[N:9]=[N:10][C:11](Cl)=[CH:12][CH:13]=1)=[O:7].C(OC(=O)[NH:22][CH:23]1[CH2:28][CH2:27][NH:26][CH2:25][CH2:24]1)(C)(C)C.N12CCCN=C1CCCCC2. (6) Given the product [C:1]([Si:5]([CH3:13])([CH3:12])[O:6][CH2:7][CH2:8][CH:9]([OH:10])[CH2:11][NH:18][C:17]1[CH:19]=[CH:20][C:21]([CH3:22])=[C:15]([F:14])[CH:16]=1)([CH3:4])([CH3:3])[CH3:2], predict the reactants needed to synthesize it. The reactants are: [C:1]([Si:5]([CH3:13])([CH3:12])[O:6][CH2:7][CH2:8][CH:9]1[CH2:11][O:10]1)([CH3:4])([CH3:3])[CH3:2].[F:14][C:15]1[CH:16]=[C:17]([CH:19]=[CH:20][C:21]=1[CH3:22])[NH2:18].